Dataset: Reaction yield outcomes from USPTO patents with 853,638 reactions. Task: Predict the reaction yield, written as a fraction of the theoretical maximum amount of product (1.0 means a 100% yield; for example, 0.34 means a 34% yield). (1) The reactants are [CH:1]1([C:4]2[CH:24]=[CH:23][CH:22]=[CH:21][C:5]=2[CH2:6][N:7]2[C:12]3[N:13]=[C:14](S(C)=O)[N:15]=[CH:16][C:11]=3[CH:10]=[CH:9][C:8]2=[O:20])[CH2:3][CH2:2]1.[CH3:25][N:26]1[CH2:31][CH2:30][N:29]([C:32]2[CH:38]=[CH:37][C:35]([NH2:36])=[CH:34][CH:33]=2)[CH2:28][CH2:27]1. No catalyst specified. The product is [CH:1]1([C:4]2[CH:24]=[CH:23][CH:22]=[CH:21][C:5]=2[CH2:6][N:7]2[C:12]3[N:13]=[C:14]([NH:36][C:35]4[CH:34]=[CH:33][C:32]([N:29]5[CH2:28][CH2:27][N:26]([CH3:25])[CH2:31][CH2:30]5)=[CH:38][CH:37]=4)[N:15]=[CH:16][C:11]=3[CH:10]=[CH:9][C:8]2=[O:20])[CH2:3][CH2:2]1. The yield is 0.290. (2) The reactants are [F:1][C:2]([F:12])([F:11])[CH2:3][O:4][C:5]1[CH:10]=[CH:9][N:8]=[CH:7][CH:6]=1.[CH3:13][C:14]([OH:16])=[O:15]. The catalyst is O=[Pt]=O.CCO. The product is [C:14]([OH:16])(=[O:15])[CH3:13].[F:12][C:2]([F:1])([F:11])[CH2:3][O:4][CH:5]1[CH2:10][CH2:9][NH:8][CH2:7][CH2:6]1. The yield is 0.510. (3) The reactants are CS(O[CH2:6][C@@H:7]1[C@@H:16]([CH3:17])[C@H:15]([C:18]([C:20]2[CH:25]=[C:24]([O:26][CH3:27])[CH:23]=[C:22]([O:28][CH3:29])[CH:21]=2)=[O:19])[C@:14]2([CH3:30])[C@H:9]([C:10]([CH3:32])([CH3:31])[CH2:11][CH2:12][CH2:13]2)[CH2:8]1)(=O)=O.[N-:33]=[N+:34]=[N-:35].[Na+].CN(C=O)C. The catalyst is CCOCC. The product is [N:33]([CH2:6][C@H:7]1[CH2:8][C@@H:9]2[C@:14]([CH3:30])([CH2:13][CH2:12][CH2:11][C:10]2([CH3:32])[CH3:31])[C@@H:15]([C:18]([C:20]2[CH:25]=[C:24]([O:26][CH3:27])[CH:23]=[C:22]([O:28][CH3:29])[CH:21]=2)=[O:19])[C@@H:16]1[CH3:17])=[N+:34]=[N-:35]. The yield is 1.00. (4) The reactants are [F:1][C:2]1[CH:7]=[C:6]([C:8]2[C:9]3[C:10]4[CH:24]=[CH:23][S:22][C:11]=4[C:12](=[O:21])[NH:13][C:14]=3[C:15]([CH3:20])=[CH:16][C:17]=2[O:18][CH3:19])[CH:5]=[CH:4][C:3]=1[CH:25]([CH3:35])[CH2:26][NH:27]C(=O)OC(C)(C)C.[ClH:36]. The catalyst is CCOCC. The product is [ClH:36].[NH2:27][CH2:26][CH:25]([C:3]1[CH:4]=[CH:5][C:6]([C:8]2[C:9]3[C:10]4[CH:24]=[CH:23][S:22][C:11]=4[C:12](=[O:21])[NH:13][C:14]=3[C:15]([CH3:20])=[CH:16][C:17]=2[O:18][CH3:19])=[CH:7][C:2]=1[F:1])[CH3:35]. The yield is 0.910.